Dataset: Forward reaction prediction with 1.9M reactions from USPTO patents (1976-2016). Task: Predict the product of the given reaction. (1) Given the reactants [O:1]=[C:2]1[C:10]2[S:9][C:8]([NH:11][C:12](=[O:14])[CH3:13])=[N:7][C:6]=2[CH2:5][CH2:4][CH2:3]1.[Li+].C[Si]([N-][Si](C)(C)C)(C)C.N1([C:30]([C:32]2([CH3:35])[CH2:34][CH2:33]2)=[O:31])C=CN=C1, predict the reaction product. The product is: [CH3:35][C:32]1([C:30]([CH:3]2[CH2:4][CH2:5][C:6]3[N:7]=[C:8]([NH:11][C:12](=[O:14])[CH3:13])[S:9][C:10]=3[C:2]2=[O:1])=[O:31])[CH2:34][CH2:33]1. (2) Given the reactants [Br:1][CH2:2][CH2:3][CH2:4][C:5](Cl)=[O:6].[CH2:8]([OH:15])[C:9]1[CH:14]=[CH:13][CH:12]=[CH:11][CH:10]=1.C(=O)([O-])[O-].[K+].[K+].O, predict the reaction product. The product is: [Br:1][CH2:2][CH2:3][CH2:4][C:5]([O:15][CH2:8][C:9]1[CH:14]=[CH:13][CH:12]=[CH:11][CH:10]=1)=[O:6]. (3) Given the reactants Cl[CH2:2][C:3]([NH:5][C:6]1[CH:14]=[N:13][CH:12]=[CH:11][C:7]=1[C:8]([NH2:10])=[O:9])=O.[OH:15][C:16]1[CH:17]=[C:18]([CH:23]=[CH:24][CH:25]=1)[C:19]([O:21][CH3:22])=[O:20].C(=O)([O-])[O-].[Cs+].[Cs+], predict the reaction product. The product is: [O:9]=[C:8]1[NH:10][C:3]([CH2:2][O:15][C:16]2[CH:17]=[C:18]([CH:23]=[CH:24][CH:25]=2)[C:19]([O:21][CH3:22])=[O:20])=[N:5][C:6]2[CH:14]=[N:13][CH:12]=[CH:11][C:7]1=2. (4) Given the reactants Br[C:2]1[CH:7]=[C:6]([N+:8]([O-:10])=[O:9])[CH:5]=[CH:4][C:3]=1[F:11].[C:12]([CH:14]1[CH2:16][CH2:15]1)#[CH:13], predict the reaction product. The product is: [CH:14]1([C:12]#[C:13][C:2]2[CH:7]=[C:6]([N+:8]([O-:10])=[O:9])[CH:5]=[CH:4][C:3]=2[F:11])[CH2:16][CH2:15]1. (5) Given the reactants [CH3:1][O:2][CH:3]([O:11][CH3:12])[C:4]1[CH:9]=[CH:8][CH:7]=[C:6]([F:10])[CH:5]=1.[Li]C(CC)C.[C:18](=[O:20])=[O:19].[Li]CCCC.Cl, predict the reaction product. The product is: [CH3:1][O:2][CH:3]([O:11][CH3:12])[C:4]1[CH:9]=[CH:8][CH:7]=[C:6]([F:10])[C:5]=1[C:18]([OH:20])=[O:19]. (6) Given the reactants [F:1][C:2]1[CH:7]=[CH:6][CH:5]=[CH:4][C:3]=1[C:8]1[N:9]=[C:10]([C:23](OCC)=[O:24])[S:11][C:12]=1[C:13]1[CH:18]=[CH:17][C:16](=[O:19])[N:15]([CH:20]([CH3:22])[CH3:21])[N:14]=1.[CH:28]1([NH2:31])[CH2:30][CH2:29]1, predict the reaction product. The product is: [CH:28]1([NH:31][C:23]([C:10]2[S:11][C:12]([C:13]3[CH:18]=[CH:17][C:16](=[O:19])[N:15]([CH:20]([CH3:21])[CH3:22])[N:14]=3)=[C:8]([C:3]3[CH:4]=[CH:5][CH:6]=[CH:7][C:2]=3[F:1])[N:9]=2)=[O:24])[CH2:30][CH2:29]1. (7) Given the reactants Cl[C:2]1[C:11]2[C:6](=[CH:7][CH:8]=[CH:9][CH:10]=2)[CH:5]=[C:4]([NH:12][C:13]2[CH:17]=[C:16]([CH3:18])[NH:15][N:14]=2)[N:3]=1.[C:19]([C:21]1[CH:22]=[C:23](B(O)O)[CH:24]=[CH:25][CH:26]=1)#[N:20], predict the reaction product. The product is: [CH3:18][C:16]1[NH:15][N:14]=[C:13]([NH:12][C:4]2[N:3]=[C:2]([C:25]3[CH:26]=[C:21]([CH:22]=[CH:23][CH:24]=3)[C:19]#[N:20])[C:11]3[C:6]([CH:5]=2)=[CH:7][CH:8]=[CH:9][CH:10]=3)[CH:17]=1. (8) Given the reactants [Br:1][C:2]1[C:10]([F:11])=[CH:9][C:5]([C:6]([OH:8])=O)=[C:4]([Cl:12])[CH:3]=1.[CH2:13]([N:15](CC)[CH2:16][CH3:17])[CH3:14].N1CCCC1.C(P1(=O)OP(=O)(CCC)OP(=O)(CCC)O1)CC, predict the reaction product. The product is: [Br:1][C:2]1[C:10]([F:11])=[CH:9][C:5]([C:6]([N:15]2[CH2:16][CH2:17][CH2:14][CH2:13]2)=[O:8])=[C:4]([Cl:12])[CH:3]=1. (9) Given the reactants [OH:1][C@@H:2]1[C@@H:7]([C:8]2[CH:13]=[CH:12][C:11]([OH:14])=[CH:10][CH:9]=2)[CH2:6][CH2:5][N:4]([C:15]([O:17][C:18]([CH3:21])([CH3:20])[CH3:19])=[O:16])[CH2:3]1.C(=O)([O-])[O-].[K+].[K+].[CH2:28](Br)[C:29]1[CH:34]=[CH:33][CH:32]=[CH:31][CH:30]=1, predict the reaction product. The product is: [CH2:28]([O:14][C:11]1[CH:10]=[CH:9][C:8]([C@H:7]2[CH2:6][CH2:5][N:4]([C:15]([O:17][C:18]([CH3:21])([CH3:20])[CH3:19])=[O:16])[CH2:3][C@@H:2]2[OH:1])=[CH:13][CH:12]=1)[C:29]1[CH:34]=[CH:33][CH:32]=[CH:31][CH:30]=1.